From a dataset of Full USPTO retrosynthesis dataset with 1.9M reactions from patents (1976-2016). Predict the reactants needed to synthesize the given product. Given the product [Cl:41][CH2:40][O:25][C:24](=[O:26])[CH2:23][CH2:22][C:17]12[CH2:20][CH2:21][C:14]([C:7]3[NH:6][C:5]4[C:4](=[O:27])[N:3]([CH2:28][CH2:29][CH3:30])[C:2](=[O:1])[N:10]([CH2:11][CH2:12][CH3:13])[C:9]=4[N:8]=3)([CH2:19][CH2:18]1)[CH2:15][CH2:16]2, predict the reactants needed to synthesize it. The reactants are: [O:1]=[C:2]1[N:10]([CH2:11][CH2:12][CH3:13])[C:9]2[N:8]=[C:7]([C:14]34[CH2:21][CH2:20][C:17]([CH2:22][CH2:23][C:24]([OH:26])=[O:25])([CH2:18][CH2:19]3)[CH2:16][CH2:15]4)[NH:6][C:5]=2[C:4](=[O:27])[N:3]1[CH2:28][CH2:29][CH3:30].C(=O)(O)[O-].[Na+].S(Cl)(O[CH2:40][Cl:41])(=O)=O.